Regression. Given two drug SMILES strings and cell line genomic features, predict the synergy score measuring deviation from expected non-interaction effect. From a dataset of NCI-60 drug combinations with 297,098 pairs across 59 cell lines. (1) Drug 1: C1=NC2=C(N=C(N=C2N1C3C(C(C(O3)CO)O)O)F)N. Drug 2: CC1CCC2CC(C(=CC=CC=CC(CC(C(=O)C(C(C(=CC(C(=O)CC(OC(=O)C3CCCCN3C(=O)C(=O)C1(O2)O)C(C)CC4CCC(C(C4)OC)OCCO)C)C)O)OC)C)C)C)OC. Cell line: MDA-MB-231. Synergy scores: CSS=8.08, Synergy_ZIP=-3.59, Synergy_Bliss=0.801, Synergy_Loewe=-1.80, Synergy_HSA=-1.68. (2) Drug 1: C1=C(C(=O)NC(=O)N1)F. Drug 2: CC1CCCC2(C(O2)CC(NC(=O)CC(C(C(=O)C(C1O)C)(C)C)O)C(=CC3=CSC(=N3)C)C)C. Cell line: OVCAR-4. Synergy scores: CSS=41.6, Synergy_ZIP=-2.26, Synergy_Bliss=-6.67, Synergy_Loewe=-6.94, Synergy_HSA=-6.94. (3) Drug 1: CN1CCC(CC1)COC2=C(C=C3C(=C2)N=CN=C3NC4=C(C=C(C=C4)Br)F)OC. Drug 2: C1=NC(=NC(=O)N1C2C(C(C(O2)CO)O)O)N. Cell line: RPMI-8226. Synergy scores: CSS=22.8, Synergy_ZIP=5.64, Synergy_Bliss=10.5, Synergy_Loewe=-18.6, Synergy_HSA=4.97. (4) Drug 1: CCC1=CC2CC(C3=C(CN(C2)C1)C4=CC=CC=C4N3)(C5=C(C=C6C(=C5)C78CCN9C7C(C=CC9)(C(C(C8N6C)(C(=O)OC)O)OC(=O)C)CC)OC)C(=O)OC.C(C(C(=O)O)O)(C(=O)O)O. Drug 2: CCC1(CC2CC(C3=C(CCN(C2)C1)C4=CC=CC=C4N3)(C5=C(C=C6C(=C5)C78CCN9C7C(C=CC9)(C(C(C8N6C)(C(=O)OC)O)OC(=O)C)CC)OC)C(=O)OC)O.OS(=O)(=O)O. Cell line: SK-MEL-5. Synergy scores: CSS=58.1, Synergy_ZIP=4.64, Synergy_Bliss=4.24, Synergy_Loewe=-11.4, Synergy_HSA=7.59. (5) Drug 1: C1CC(C1)(C(=O)O)C(=O)O.[NH2-].[NH2-].[Pt+2]. Drug 2: N.N.Cl[Pt+2]Cl. Cell line: LOX IMVI. Synergy scores: CSS=55.9, Synergy_ZIP=4.06, Synergy_Bliss=5.55, Synergy_Loewe=1.07, Synergy_HSA=10.1.